The task is: Predict which catalyst facilitates the given reaction.. This data is from Catalyst prediction with 721,799 reactions and 888 catalyst types from USPTO. (1) Reactant: [NH2:1][C:2]1[CH:3]=[C:4]([CH:35]=[CH:36][CH:37]=1)[O:5][C:6]1[CH:11]=[CH:10][C:9]([NH:12][C:13]2[C:14]3[N:21]([CH2:22][CH2:23][NH:24][C:25](=[O:33])[C:26]([CH3:32])([S:28]([CH3:31])(=[O:30])=[O:29])[CH3:27])[CH:20]=[CH:19][C:15]=3[N:16]=[CH:17][N:18]=2)=[CH:8][C:7]=1[Cl:34].C(N(CC)CC)C.[C:45](OC(=O)C)(=[O:47])[CH3:46].C(=O)([O-])O.[Na+]. Product: [C:45]([NH:1][C:2]1[CH:3]=[C:4]([CH:35]=[CH:36][CH:37]=1)[O:5][C:6]1[CH:11]=[CH:10][C:9]([NH:12][C:13]2[C:14]3[N:21]([CH2:22][CH2:23][NH:24][C:25](=[O:33])[C:26]([CH3:32])([S:28]([CH3:31])(=[O:30])=[O:29])[CH3:27])[CH:20]=[CH:19][C:15]=3[N:16]=[CH:17][N:18]=2)=[CH:8][C:7]=1[Cl:34])(=[O:47])[CH3:46]. The catalyst class is: 7. (2) Reactant: [Cl:1][C:2]1[CH:7]=[CH:6][CH:5]=[CH:4][C:3]=1[CH2:8][CH2:9][OH:10].CC(OI1(OC(C)=O)(OC(C)=O)OC(=O)C2C1=CC=CC=2)=O. Product: [Cl:1][C:2]1[CH:7]=[CH:6][CH:5]=[CH:4][C:3]=1[CH2:8][CH:9]=[O:10]. The catalyst class is: 4. (3) Reactant: [F:1][C:2]1[CH:21]=[CH:20][C:5]([CH2:6][N:7]2[C:11]([C:12]3[CH:17]=[CH:16][C:15]([F:18])=[CH:14][CH:13]=3)=[CH:10][C:9]([CH3:19])=[N:8]2)=[CH:4][CH:3]=1.[Br:22]N1C(=O)CCC1=O. Product: [Br:22][C:10]1[C:9]([CH3:19])=[N:8][N:7]([CH2:6][C:5]2[CH:20]=[CH:21][C:2]([F:1])=[CH:3][CH:4]=2)[C:11]=1[C:12]1[CH:17]=[CH:16][C:15]([F:18])=[CH:14][CH:13]=1. The catalyst class is: 10. (4) Reactant: [C:1]([O:5][C:6]([NH:8][C@@H:9]1[CH2:12][C@H:11]([C:13]([OH:15])=O)[C:10]1([CH3:17])[CH3:16])=[O:7])([CH3:4])([CH3:3])[CH3:2].C1C=CC2N(O)N=NC=2C=1.[CH2:28]([N:30]1[CH2:35][CH2:34][NH:33][CH2:32][CH2:31]1)[CH3:29].CCN(CC)CC. Product: [CH2:28]([N:30]1[CH2:35][CH2:34][N:33]([C:13]([C@H:11]2[CH2:12][C@@H:9]([NH:8][C:6](=[O:7])[O:5][C:1]([CH3:2])([CH3:3])[CH3:4])[C:10]2([CH3:17])[CH3:16])=[O:15])[CH2:32][CH2:31]1)[CH3:29]. The catalyst class is: 2. (5) Reactant: C(=O)([O-])[O-].[K+].[K+].[C:15](O[C:15]([O:17][C:18]([CH3:21])([CH3:20])[CH3:19])=[O:16])([O:17][C:18]([CH3:21])([CH3:20])[CH3:19])=[O:16].[NH:22]1[C:26]2=[N:27][CH:28]=[CH:29][CH:30]=[C:25]2[C:24]([CH2:31][NH:32][CH:33]2[CH2:35][CH2:34]2)=[CH:23]1.O. Product: [CH:33]1([N:32]([CH2:31][C:24]2[C:25]3[C:26](=[N:27][CH:28]=[CH:29][CH:30]=3)[NH:22][CH:23]=2)[C:15](=[O:16])[O:17][C:18]([CH3:19])([CH3:20])[CH3:21])[CH2:35][CH2:34]1. The catalyst class is: 7. (6) Reactant: [OH:1][C@@H:2]1[CH2:7][CH2:6][CH2:5][C@H:4]([CH2:8][O:9][C:10]([CH3:19])([CH3:18])[C:11]([O:13][C:14]([CH3:17])([CH3:16])[CH3:15])=[O:12])[CH2:3]1.[H-].[Na+].[CH3:22][C:23]1[O:27][C:26]([C:28]2[CH:33]=[CH:32][C:31]([CH3:34])=[CH:30][CH:29]=2)=[N:25][C:24]=1[CH2:35]I.C(OC)(C)(C)C. Product: [CH3:22][C:23]1[O:27][C:26]([C:28]2[CH:33]=[CH:32][C:31]([CH3:34])=[CH:30][CH:29]=2)=[N:25][C:24]=1[CH2:35][O:1][C@@H:2]1[CH2:7][CH2:6][CH2:5][C@H:4]([CH2:8][O:9][C:10]([CH3:19])([CH3:18])[C:11]([O:13][C:14]([CH3:17])([CH3:16])[CH3:15])=[O:12])[CH2:3]1. The catalyst class is: 35.